From a dataset of Reaction yield outcomes from USPTO patents with 853,638 reactions. Predict the reaction yield, written as a fraction of the theoretical maximum amount of product (1.0 means a 100% yield; for example, 0.34 means a 34% yield). The reactants are Br[C:2]1[CH:3]=[C:4]([CH2:8][C:9]([O:11][CH2:12][CH3:13])=[O:10])[CH:5]=[CH:6][CH:7]=1.[CH2:14]([Sn](CCCC)(CCCC)C=C)[CH2:15]CC.CCOC(C)=O. The catalyst is CN(C=O)C.[Pd].C1(P(C2C=CC=CC=2)C2C=CC=CC=2)C=CC=CC=1.C1(P(C2C=CC=CC=2)C2C=CC=CC=2)C=CC=CC=1.C1(P(C2C=CC=CC=2)C2C=CC=CC=2)C=CC=CC=1.C1(P(C2C=CC=CC=2)C2C=CC=CC=2)C=CC=CC=1. The product is [CH:14]([C:2]1[CH:3]=[C:4]([CH2:8][C:9]([O:11][CH2:12][CH3:13])=[O:10])[CH:5]=[CH:6][CH:7]=1)=[CH2:15]. The yield is 0.540.